Dataset: Catalyst prediction with 721,799 reactions and 888 catalyst types from USPTO. Task: Predict which catalyst facilitates the given reaction. (1) Reactant: [CH3:1][C:2]1[C:7]([CH3:8])=[CH:6][C:5]([CH3:9])=[CH:4][C:3]=1[OH:10].[CH2:11]=[O:12].[Mg+2].[Cl-].[Cl-]. Product: [OH:10][C:3]1[C:4]([CH:11]=[O:12])=[C:5]([CH3:9])[CH:6]=[C:7]([CH3:8])[C:2]=1[CH3:1]. The catalyst class is: 10. (2) The catalyst class is: 3. Reactant: [CH2:1]([O:8][C@H:9]1[CH2:14][CH2:13][CH2:12][CH2:11][C@@H:10]1[NH2:15])[C:2]1[CH:7]=[CH:6][CH:5]=[CH:4][CH:3]=1.C(N(CC)CC)C.Br[C:24]([C:32]1[CH:37]=[CH:36][CH:35]=[CH:34][CH:33]=1)=[C:25]([N+:30]#[C-:31])[C:26]([O:28][CH3:29])=[O:27]. Product: [CH2:1]([O:8][C@H:9]1[CH2:14][CH2:13][CH2:12][CH2:11][C@@H:10]1[N:15]1[C:24]([C:32]2[CH:33]=[CH:34][CH:35]=[CH:36][CH:37]=2)=[C:25]([C:26]([O:28][CH3:29])=[O:27])[N:30]=[CH:31]1)[C:2]1[CH:7]=[CH:6][CH:5]=[CH:4][CH:3]=1. (3) Reactant: [CH3:1][CH:2]1[C:11](=O)[N:10]2[CH:13]3[CH2:18][CH2:17][N:16]([C:19]([O:21][CH2:22][CH3:23])=[O:20])[CH2:15][CH:14]3[C:8]3[C:9]2=[C:4]([CH:5]=[CH:6][CH:7]=3)[N:3]1[C:24]([O:26][CH2:27][CH3:28])=[O:25]. Product: [CH3:1][CH:2]1[CH2:11][N:10]2[CH:13]3[CH2:18][CH2:17][N:16]([C:19]([O:21][CH2:22][CH3:23])=[O:20])[CH2:15][CH:14]3[C:8]3[C:9]2=[C:4]([CH:5]=[CH:6][CH:7]=3)[N:3]1[C:24]([O:26][CH2:27][CH3:28])=[O:25]. The catalyst class is: 20. (4) Reactant: [O:1]([CH2:8][CH2:9][N:10]1[C@@H:19]([C:20]([NH:22][C@H:23]([C:25]2[CH:34]=[CH:33][C:28]([C:29]([O:31]C)=[O:30])=[CH:27][CH:26]=2)[CH3:24])=[O:21])[CH2:18][C:17]2[C:12](=[CH:13][CH:14]=[CH:15][CH:16]=2)[CH2:11]1)[C:2]1[CH:7]=[CH:6][CH:5]=[CH:4][CH:3]=1.[OH-].[Na+]. Product: [O:1]([CH2:8][CH2:9][N:10]1[C@@H:19]([C:20]([NH:22][C@H:23]([C:25]2[CH:26]=[CH:27][C:28]([C:29]([OH:31])=[O:30])=[CH:33][CH:34]=2)[CH3:24])=[O:21])[CH2:18][C:17]2[C:12](=[CH:13][CH:14]=[CH:15][CH:16]=2)[CH2:11]1)[C:2]1[CH:7]=[CH:6][CH:5]=[CH:4][CH:3]=1. The catalyst class is: 1. (5) Reactant: [CH2:1]([N:8]1[C:13]([CH3:14])=[CH:12][C:11]([O:15][CH2:16][C:17]2[CH:22]=[CH:21][CH:20]=[C:19]([Cl:23])[CH:18]=2)=[CH:10][C:9]1=[O:24])[C:2]1[CH:7]=[CH:6][CH:5]=[CH:4][CH:3]=1.C([O-])(=O)C.[Na+].[Br:30]Br. Product: [CH2:1]([N:8]1[C:13]([CH3:14])=[CH:12][C:11]([O:15][CH2:16][C:17]2[CH:22]=[CH:21][CH:20]=[C:19]([Cl:23])[CH:18]=2)=[C:10]([Br:30])[C:9]1=[O:24])[C:2]1[CH:7]=[CH:6][CH:5]=[CH:4][CH:3]=1. The catalyst class is: 15. (6) Reactant: C[C:2]1[CH:7]=[CH:6][C:5](S(OCCCCC=C)(=O)=O)=[CH:4][CH:3]=1.[C:18]1(=[O:28])[NH:22][C:21](=[O:23])[C:20]2=[CH:24][CH:25]=[CH:26][CH:27]=[C:19]12.[K]. Product: [CH2:5]([N:22]1[C:18](=[O:28])[C:19]2[C:20](=[CH:24][CH:25]=[CH:26][CH:27]=2)[C:21]1=[O:23])[CH2:6][CH2:7][CH2:2][CH:3]=[CH2:4]. The catalyst class is: 3. (7) Reactant: [C:1]([NH:4][NH:5][C:6]1[CH:11]=[CH:10][CH:9]=[CH:8][CH:7]=1)(=[O:3])[CH3:2].Br[CH:13]([OH:15])[CH3:14].C(N(C(C)C)CC)(C)C. Product: [C:1]([NH:4][N:5]([CH2:14][CH2:13][OH:15])[C:6]1[CH:11]=[CH:10][CH:9]=[CH:8][CH:7]=1)(=[O:3])[CH3:2]. The catalyst class is: 11. (8) Reactant: C([Li])CCC.[Cl:6][C:7]1[CH:12]=[CH:11][C:10]([NH:13][CH3:14])=[CH:9][C:8]=1[F:15].CC([O-])(C)C.[K+].[C:22](=[O:24])=[O:23]. Product: [Cl:6][C:7]1[C:8]([F:15])=[C:9]([C:10]([NH:13][CH3:14])=[CH:11][CH:12]=1)[C:22]([OH:24])=[O:23]. The catalyst class is: 20. (9) Reactant: C(OC([NH:11][C:12]1[C:21]2[C:16](=[CH:17][CH:18]=[CH:19][CH:20]=2)[C:15]([CH2:22][CH2:23][OH:24])=[C:14]([NH:25][C:26]([C:28]2[NH:29][C:30]3[C:35]([CH:36]=2)=[CH:34][C:33]([O:37][CH3:38])=[C:32]([O:39][CH3:40])[C:31]=3[O:41][CH3:42])=[O:27])[CH:13]=1)=O)C1C=CC=CC=1. Product: [NH2:11][C:12]1[C:21]2[C:16](=[CH:17][CH:18]=[CH:19][CH:20]=2)[C:15]([CH2:22][CH2:23][OH:24])=[C:14]([NH:25][C:26]([C:28]2[NH:29][C:30]3[C:35]([CH:36]=2)=[CH:34][C:33]([O:37][CH3:38])=[C:32]([O:39][CH3:40])[C:31]=3[O:41][CH3:42])=[O:27])[CH:13]=1. The catalyst class is: 123.